From a dataset of Full USPTO retrosynthesis dataset with 1.9M reactions from patents (1976-2016). Predict the reactants needed to synthesize the given product. (1) Given the product [F:1][C:2]1[CH:7]=[CH:6][C:5]([C:8]2[N:9]=[C:10]3[CH:15]=[CH:14][CH:13]=[N:12][N:11]3[C:16]=2[C:17]2[CH:22]=[CH:21][N:20]=[C:19]([NH:23][C:31](=[O:32])[C:30]3[CH:34]=[CH:35][C:27]([O:26][CH3:25])=[CH:28][CH:29]=3)[CH:18]=2)=[CH:4][C:3]=1[CH3:24], predict the reactants needed to synthesize it. The reactants are: [F:1][C:2]1[CH:7]=[CH:6][C:5]([C:8]2[N:9]=[C:10]3[CH:15]=[CH:14][CH:13]=[N:12][N:11]3[C:16]=2[C:17]2[CH:22]=[CH:21][N:20]=[C:19]([NH2:23])[CH:18]=2)=[CH:4][C:3]=1[CH3:24].[CH3:25][O:26][C:27]1[CH:35]=[CH:34][C:30]([C:31](Cl)=[O:32])=[CH:29][CH:28]=1.C(=O)([O-])O.[Na+]. (2) Given the product [S:26]([OH:30])([OH:29])(=[O:28])=[O:27].[CH3:1][N:2]([C@H:17]([CH3:25])[CH2:18][C:19]1[CH:20]=[CH:21][CH:22]=[CH:23][CH:24]=1)[C:3](=[O:16])[O:4][C:5]1[CH:10]=[CH:9][CH:8]=[C:7]([C@@H:11]([N:13]([CH3:14])[CH3:15])[CH3:12])[CH:6]=1, predict the reactants needed to synthesize it. The reactants are: [CH3:1][N:2]([C@H:17]([CH3:25])[CH2:18][C:19]1[CH:24]=[CH:23][CH:22]=[CH:21][CH:20]=1)[C:3](=[O:16])[O:4][C:5]1[CH:10]=[CH:9][CH:8]=[C:7]([C@@H:11]([N:13]([CH3:15])[CH3:14])[CH3:12])[CH:6]=1.[S:26](=[O:30])(=[O:29])([OH:28])[OH:27]. (3) The reactants are: CS(O)(=O)=O.[NH2:6][C:7]1[CH:16]=[C:15]2[C:10]([CH:11]=[C:12]([C:20]3[C:21]([Cl:37])=[CH:22][C:23]([F:36])=[C:24]([NH:26][C:27]([NH:29][C:30]4[CH:35]=[CH:34][CH:33]=[CH:32][CH:31]=4)=[O:28])[CH:25]=3)[C:13](=[O:19])[N:14]2[CH2:17][CH3:18])=[CH:9][N:8]=1.[C:38]([CH2:40][C:41](OCC)=[O:42])#[N:39]. Given the product [Cl:37][C:21]1[CH:22]=[C:23]([F:36])[C:24]([NH:26][C:27]([NH:29][C:30]2[CH:31]=[CH:32][CH:33]=[CH:34][CH:35]=2)=[O:28])=[CH:25][C:20]=1[C:12]1[C:13](=[O:19])[N:14]([CH2:17][CH3:18])[C:15]2[C:10]([CH:11]=1)=[CH:9][N:8]=[C:7]([NH:6][C:41](=[O:42])[CH2:40][C:38]#[N:39])[CH:16]=2, predict the reactants needed to synthesize it. (4) Given the product [CH3:1][S:2]([NH:5][C:6]1[CH:7]=[CH:8][C:9]([C:12]2[C:21](=[O:22])[C:20]3[C:15](=[CH:16][C:17]([O:23][CH2:24][C:25]4[CH:26]=[C:27]([CH:34]=[CH:35][CH:36]=4)[C:28]([OH:30])=[O:29])=[CH:18][CH:19]=3)[O:14][CH:13]=2)=[CH:10][CH:11]=1)(=[O:3])=[O:4], predict the reactants needed to synthesize it. The reactants are: [CH3:1][S:2]([NH:5][C:6]1[CH:11]=[CH:10][C:9]([C:12]2[C:21](=[O:22])[C:20]3[C:15](=[CH:16][C:17]([O:23][CH2:24][C:25]4[CH:26]=[C:27]([CH:34]=[CH:35][CH:36]=4)[C:28]([O:30]CC=C)=[O:29])=[CH:18][CH:19]=3)[O:14][CH:13]=2)=[CH:8][CH:7]=1)(=[O:4])=[O:3].N1CCOCC1. (5) Given the product [NH2:12][C:11]1[C:2]([NH2:1])=[N:3][C:4]([O:15][CH2:16][CH2:17][O:18][CH3:19])=[C:5]([CH:10]=1)[C:6]([O:8][CH3:9])=[O:7], predict the reactants needed to synthesize it. The reactants are: [NH2:1][C:2]1[C:11]([N+:12]([O-])=O)=[CH:10][C:5]([C:6]([O:8][CH3:9])=[O:7])=[C:4]([O:15][CH2:16][CH2:17][O:18][CH3:19])[N:3]=1. (6) Given the product [Br:6][C:7]1[CH:8]=[C:9]2[C:15]([S:2]([Cl:1])(=[O:5])=[O:3])=[CH:14][NH:13][C:10]2=[N:11][CH:12]=1, predict the reactants needed to synthesize it. The reactants are: [Cl:1][S:2]([OH:5])(=O)=[O:3].[Br:6][C:7]1[CH:8]=[C:9]2[CH:15]=[CH:14][NH:13][C:10]2=[N:11][CH:12]=1.